Dataset: Forward reaction prediction with 1.9M reactions from USPTO patents (1976-2016). Task: Predict the product of the given reaction. (1) Given the reactants [Br:1][C:2]1[CH:3]=[C:4]([F:11])[C:5]([C:8](O)=[O:9])=[N:6][CH:7]=1.S(Cl)([Cl:14])=O, predict the reaction product. The product is: [Br:1][C:2]1[CH:3]=[C:4]([F:11])[C:5]([C:8]([Cl:14])=[O:9])=[N:6][CH:7]=1. (2) Given the reactants [F:1][C:2]([F:19])([F:18])[C:3]1[CH:4]=[C:5]([C:9](=O)[CH2:10][C:11](=O)[C:12]([F:15])([F:14])[F:13])[CH:6]=[CH:7][CH:8]=1.[NH2:20][C:21]1[C:25]([C:26]2[CH:31]=[CH:30][N:29]=[C:28]([CH3:32])[CH:27]=2)=[CH:24][NH:23][N:22]=1, predict the reaction product. The product is: [F:1][C:2]([F:19])([F:18])[C:3]1[CH:4]=[C:5]([C:9]2[CH:10]=[C:11]([C:12]([F:15])([F:14])[F:13])[N:22]3[N:23]=[CH:24][C:25]([C:26]4[CH:31]=[CH:30][N:29]=[C:28]([CH3:32])[CH:27]=4)=[C:21]3[N:20]=2)[CH:6]=[CH:7][CH:8]=1. (3) Given the reactants Cl[C:2]1[N:3]=[N:4][CH:5]=[C:6]([C:12]2[CH:17]=[CH:16][CH:15]=[CH:14][CH:13]=2)[C:7]=1[C:8]([O:10][CH3:11])=[O:9].O.C(=O)([O-])[O-].[Na+].[Na+].[C:25]1(B(O)O)[CH:30]=[CH:29][CH:28]=[CH:27][CH:26]=1, predict the reaction product. The product is: [C:25]1([C:2]2[N:3]=[N:4][CH:5]=[C:6]([C:12]3[CH:17]=[CH:16][CH:15]=[CH:14][CH:13]=3)[C:7]=2[C:8]([O:10][CH3:11])=[O:9])[CH:30]=[CH:29][CH:28]=[CH:27][CH:26]=1. (4) Given the reactants [BH4-].[Na+].[F:3][C:4]1[CH:37]=[C:36]([F:38])[CH:35]=[CH:34][C:5]=1[C:6]([CH:8]1[CH2:13][CH2:12][N:11]([C:14]([C@@H:16]([NH:20][C:21]([C:23]2[C:32]([OH:33])=[N:31][C:30]3[C:25](=[CH:26][CH:27]=[CH:28][CH:29]=3)[N:24]=2)=[O:22])[CH:17]([CH3:19])[CH3:18])=[O:15])[CH2:10][CH2:9]1)=[O:7], predict the reaction product. The product is: [F:3][C:4]1[CH:37]=[C:36]([F:38])[CH:35]=[CH:34][C:5]=1[CH:6]([OH:7])[CH:8]1[CH2:9][CH2:10][N:11]([C:14]([C@@H:16]([NH:20][C:21]([C:23]2[C:32]([OH:33])=[N:31][C:30]3[C:25](=[CH:26][CH:27]=[CH:28][CH:29]=3)[N:24]=2)=[O:22])[CH:17]([CH3:18])[CH3:19])=[O:15])[CH2:12][CH2:13]1. (5) Given the reactants [C:1]([C:3]1[CH:8]=[CH:7][N:6]=[C:5]([NH:9][S:10]([C:13]2[CH:18]=[CH:17][CH:16]=[CH:15][CH:14]=2)(=[O:12])=[O:11])[CH:4]=1)#[N:2].[NH2:19][OH:20], predict the reaction product. The product is: [C:13]1([S:10]([NH:9][C:5]2[CH:4]=[C:3]([C:1]([NH:19][OH:20])=[NH:2])[CH:8]=[CH:7][N:6]=2)(=[O:11])=[O:12])[CH:14]=[CH:15][CH:16]=[CH:17][CH:18]=1. (6) Given the reactants [CH2:1]([O:3][C:4](=[O:31])[CH2:5][O:6][C:7]1[CH:12]=[CH:11][C:10]([S:13][CH2:14][C:15]2[CH:20]=[C:19]([O:21][Si](C(C)(C)C)(C)C)[CH:18]=[C:17]([Br:29])[CH:16]=2)=[CH:9][C:8]=1[CH3:30])[CH3:2].[F-].C([N+](CCCC)(CCCC)CCCC)CCC.C(=O)([O-])[O-].[Na+].[Na+].O, predict the reaction product. The product is: [CH2:1]([O:3][C:4](=[O:31])[CH2:5][O:6][C:7]1[CH:12]=[CH:11][C:10]([S:13][CH2:14][C:15]2[CH:20]=[C:19]([OH:21])[CH:18]=[C:17]([Br:29])[CH:16]=2)=[CH:9][C:8]=1[CH3:30])[CH3:2].